Predict the reactants needed to synthesize the given product. From a dataset of Full USPTO retrosynthesis dataset with 1.9M reactions from patents (1976-2016). (1) Given the product [CH2:25]([N:22]1[CH2:23][CH2:24][N:19]([C:9]2[CH:10]=[C:11]([O:17][CH3:18])[CH:12]=[C:13]3[C:8]=2[O:7][CH:6]([C:4]([OH:5])=[O:3])[CH2:15][CH2:14]3)[CH2:20][CH2:21]1)[CH2:26][CH2:27][CH3:28], predict the reactants needed to synthesize it. The reactants are: C([O:3][C:4]([C:6]1[O:7][C:8]2[C:13]([C:14](=O)[CH:15]=1)=[CH:12][C:11]([O:17][CH3:18])=[CH:10][C:9]=2[N:19]1[CH2:24][CH2:23][N:22]([CH2:25][CH2:26][CH2:27][CH3:28])[CH2:21][CH2:20]1)=[O:5])C.[H][H]. (2) The reactants are: [OH:1][C:2]1[CH:3]=[C:4]([CH2:8][C:9]([OH:11])=[O:10])[CH:5]=[CH:6][CH:7]=1.Br[CH2:13][CH:14]1[CH2:16][CH2:15]1.[OH-].[K+]. Given the product [CH:14]1([CH2:13][O:1][C:2]2[CH:3]=[C:4]([CH2:8][C:9]([OH:11])=[O:10])[CH:5]=[CH:6][CH:7]=2)[CH2:16][CH2:15]1, predict the reactants needed to synthesize it. (3) Given the product [CH3:16][C:17]1[N:18]([C:23]2[N:28]=[C:27]([C:29]3[CH:36]=[CH:35][C:32]([CH:33]=[O:41])=[CH:31][CH:30]=3)[CH:26]=[C:25]([CH3:37])[CH:24]=2)[C:19]([CH3:22])=[CH:20][CH:21]=1, predict the reactants needed to synthesize it. The reactants are: CC(C[AlH]CC(C)C)C.CCCCCC.[CH3:16][C:17]1[N:18]([C:23]2[N:28]=[C:27]([C:29]3[CH:36]=[CH:35][C:32]([C:33]#N)=[CH:31][CH:30]=3)[CH:26]=[C:25]([CH3:37])[CH:24]=2)[C:19]([CH3:22])=[CH:20][CH:21]=1.Cl.C([O:41]CC)C. (4) Given the product [CH3:1][CH:2]([CH3:21])[CH2:3][CH2:4][NH:5][C:6]([C:8]1[S:12][C:11]([N:13]2[CH2:14][C:15]3[CH2:16][N:17]([C:37]4[C:46]5[C:41](=[CH:42][CH:43]=[CH:44][CH:45]=5)[N:40]=[CH:39][N:38]=4)[CH2:18][C:19]=3[CH2:20]2)=[N:10][CH:9]=1)=[O:7], predict the reactants needed to synthesize it. The reactants are: [CH3:1][CH:2]([CH3:21])[CH2:3][CH2:4][NH:5][C:6]([C:8]1[S:12][C:11]([N:13]2[CH2:20][C:19]3[CH2:18][NH:17][CH2:16][C:15]=3[CH2:14]2)=[N:10][CH:9]=1)=[O:7].FC(F)(F)C([O-])=O.C(N(CC)CC)C.Cl[C:37]1[C:46]2[C:41](=[CH:42][CH:43]=[CH:44][CH:45]=2)[N:40]=[CH:39][N:38]=1. (5) Given the product [CH3:15][N:13](/[CH:12]=[N:11]/[C:8]1[N:7]=[C:6]([S:16][CH2:17][CH2:18][CH2:19][CH2:20][CH3:21])[N:5]=[C:4]2[C:9]=1[N:10]=[C:2]([OH:1])[N:3]2[C@@H:26]1[O:48][C@H:47]([CH2:49][O:50][C:51](=[O:58])[C:52]2[CH:57]=[CH:56][CH:55]=[CH:54][CH:53]=2)[C@@H:37]([O:38][C:39](=[O:46])[C:40]2[CH:45]=[CH:44][CH:43]=[CH:42][CH:41]=2)[C@H:27]1[O:28][C:29](=[O:36])[C:30]1[CH:31]=[CH:32][CH:33]=[CH:34][CH:35]=1)[CH3:14], predict the reactants needed to synthesize it. The reactants are: [OH:1][C:2]1[NH:3][C:4]2[C:9]([N:10]=1)=[C:8]([N:11]=[CH:12][N:13]([CH3:15])[CH3:14])[N:7]=[C:6]([S:16][CH2:17][CH2:18][CH2:19][CH2:20][CH3:21])[N:5]=2.C(O[CH:26]1[O:48][C@H:47]([CH2:49][O:50][C:51](=[O:58])[C:52]2[CH:57]=[CH:56][CH:55]=[CH:54][CH:53]=2)[C@@H:37]([O:38][C:39](=[O:46])[C:40]2[CH:45]=[CH:44][CH:43]=[CH:42][CH:41]=2)[C@H:27]1[O:28][C:29](=[O:36])[C:30]1[CH:35]=[CH:34][CH:33]=[CH:32][CH:31]=1)(=O)C.C[Si](C)(C)N([Si](C)(C)C)C(=O)C.[Sn](Cl)(Cl)(Cl)Cl. (6) Given the product [CH3:22][C:15]1([CH3:23])[C:16]2[C:21]3=[C:20]([N:10]([CH2:9][C@H:8]([OH:25])[C@H:7]([OH:26])[C@H:5]([OH:6])[CH2:4][OH:3])[C:11](=[O:24])[N:12]3[CH2:13][CH2:14]1)[CH:19]=[CH:18][CH:17]=2, predict the reactants needed to synthesize it. The reactants are: CC1(C)[O:6][C@@H:5]([C@@H:7]([OH:26])[C@@H:8]([OH:25])[CH2:9][N:10]2[C:20]3=[C:21]4[C:16](=[CH:17][CH:18]=[CH:19]3)[C:15]([CH3:23])([CH3:22])[CH2:14][CH2:13][N:12]4[C:11]2=[O:24])[CH2:4][O:3]1. (7) Given the product [CH2:1]([C:5]1=[CH:6][N:7]([C:24]([CH3:26])([CH3:25])[CH3:27])[S:8]/[C:9]/1=[N:10]\[C:11]([C@H:13]1[CH2:17][CH2:16][C@@:15]([CH3:21])([C:18]([N:30]([CH3:31])[CH3:29])=[O:20])[C:14]1([CH3:22])[CH3:23])=[O:12])[CH2:2][CH2:3][CH3:4], predict the reactants needed to synthesize it. The reactants are: [CH2:1]([C:5]1=[CH:6][N:7]([C:24]([CH3:27])([CH3:26])[CH3:25])[S:8]/[C:9]/1=[N:10]\[C:11]([C@H:13]1[CH2:17][CH2:16][C@@:15]([CH3:21])([C:18]([OH:20])=O)[C:14]1([CH3:23])[CH3:22])=[O:12])[CH2:2][CH2:3][CH3:4].Cl.[CH3:29][NH:30][CH3:31].